Dataset: Forward reaction prediction with 1.9M reactions from USPTO patents (1976-2016). Task: Predict the product of the given reaction. (1) Given the reactants [CH3:1][C:2]([Si:5]([CH3:30])([CH3:29])[O:6][CH2:7][C:8]1[CH:13]=[CH:12][C:11]([C:14]2[CH:19]=[C:18]([O:20][CH3:21])[CH:17]=[CH:16][C:15]=2[F:22])=[C:10]([C:23](=[O:28])[C:24]([CH3:27])([CH3:26])[CH3:25])[CH:9]=1)([CH3:4])[CH3:3].C1COCC1.[H-].[H-].[H-].[H-].[Li+].[Al+3].[OH-].[Na+], predict the reaction product. The product is: [CH3:4][C:2]([Si:5]([CH3:29])([CH3:30])[O:6][CH2:7][C:8]1[CH:13]=[CH:12][C:11]([C:14]2[CH:19]=[C:18]([O:20][CH3:21])[CH:17]=[CH:16][C:15]=2[F:22])=[C:10]([CH:23]([OH:28])[C:24]([CH3:27])([CH3:26])[CH3:25])[CH:9]=1)([CH3:1])[CH3:3]. (2) Given the reactants [Cl:1][C:2]1[CH:3]=[C:4]2[C:9](=[CH:10][C:11]=1[O:12][C:13]1[CH:21]=[CH:20][C:16]([C:17](O)=[O:18])=[CH:15][CH:14]=1)[O:8][CH2:7][CH2:6][CH:5]2[C:22]([O:24][CH2:25][CH3:26])=[O:23].C(Cl)(=O)C(Cl)=O.[CH:33]1([C:36]2[C:41]([CH2:42][CH2:43][NH2:44])=[CH:40][CH:39]=[C:38]([C:45]([F:48])([F:47])[F:46])[N:37]=2)[CH2:35][CH2:34]1.C(N(C(C)C)CC)(C)C, predict the reaction product. The product is: [Cl:1][C:2]1[CH:3]=[C:4]2[C:9](=[CH:10][C:11]=1[O:12][C:13]1[CH:21]=[CH:20][C:16]([C:17](=[O:18])[NH:44][CH2:43][CH2:42][C:41]3[C:36]([CH:33]4[CH2:35][CH2:34]4)=[N:37][C:38]([C:45]([F:48])([F:46])[F:47])=[CH:39][CH:40]=3)=[CH:15][CH:14]=1)[O:8][CH2:7][CH2:6][CH:5]2[C:22]([O:24][CH2:25][CH3:26])=[O:23]. (3) Given the reactants [Cl:1][C:2]1[C:3]([O:16][CH3:17])=[C:4]([CH2:14][OH:15])[CH:5]=[C:6]([O:8][CH2:9][CH:10]=[C:11]([Cl:13])[Cl:12])[CH:7]=1.[Cr](Cl)(O)(=O)=O.N1C=CC=CC=1.C(O)(C)C, predict the reaction product. The product is: [Cl:1][C:2]1[C:3]([O:16][CH3:17])=[C:4]([CH:5]=[C:6]([O:8][CH2:9][CH:10]=[C:11]([Cl:12])[Cl:13])[CH:7]=1)[CH:14]=[O:15]. (4) Given the reactants [H-].[H-].[H-].[H-].[Li+].[Al+3].[OH:7][C@@H:8]([C:12]1[CH:17]=[CH:16][CH:15]=[C:14]([O:18][CH2:19][CH2:20][C:21]2[CH:26]=[CH:25][CH:24]=[CH:23][CH:22]=2)[N:13]=1)[CH2:9][C:10]#[N:11].N.CO.C(Cl)Cl, predict the reaction product. The product is: [NH2:11][CH2:10][CH2:9][C@H:8]([C:12]1[CH:17]=[CH:16][CH:15]=[C:14]([O:18][CH2:19][CH2:20][C:21]2[CH:22]=[CH:23][CH:24]=[CH:25][CH:26]=2)[N:13]=1)[OH:7]. (5) Given the reactants [F:1][C:2]1[CH:7]=[CH:6][C:5]([CH2:8][C:9]2[CH:18]=[C:17]3[C:12]([C:13]([OH:34])=[C:14]([C:29](OCC)=[O:30])[C:15](=[O:28])[N:16]3[CH2:19][CH2:20][N:21]3[CH2:26][CH2:25][CH2:24][CH2:23][C:22]3=[O:27])=[N:11][CH:10]=2)=[CH:4][CH:3]=1.[CH3:35][CH:36]([O:38][CH2:39][CH2:40][CH2:41][NH2:42])[CH3:37], predict the reaction product. The product is: [F:1][C:2]1[CH:7]=[CH:6][C:5]([CH2:8][C:9]2[CH:18]=[C:17]3[C:12]([C:13]([OH:34])=[C:14]([C:29]([NH:42][CH2:41][CH2:40][CH2:39][O:38][CH:36]([CH3:37])[CH3:35])=[O:30])[C:15](=[O:28])[N:16]3[CH2:19][CH2:20][N:21]3[CH2:26][CH2:25][CH2:24][CH2:23][C:22]3=[O:27])=[N:11][CH:10]=2)=[CH:4][CH:3]=1. (6) Given the reactants C([O:3][C:4](=[O:32])[CH2:5][S:6][C:7]1[N:15]([CH3:16])[C:14]2[C:9](=[N:10][C:11]([N:17]3[CH2:22][CH2:21][CH:20]([O:23][C:24]4[CH:29]=[C:28]([F:30])[CH:27]=[CH:26][C:25]=4[Br:31])[CH2:19][CH2:18]3)=[N:12][CH:13]=2)[N:8]=1)C.[OH-].[Na+], predict the reaction product. The product is: [Br:31][C:25]1[CH:26]=[CH:27][C:28]([F:30])=[CH:29][C:24]=1[O:23][CH:20]1[CH2:21][CH2:22][N:17]([C:11]2[N:10]=[C:9]3[C:14]([N:15]([CH3:16])[C:7]([S:6][CH2:5][C:4]([OH:32])=[O:3])=[N:8]3)=[CH:13][N:12]=2)[CH2:18][CH2:19]1. (7) Given the reactants [N:1]([C:4]1[CH:9]=[C:8]([Br:10])[CH:7]=[C:6]([CH2:11][C:12]2[CH:17]=[CH:16][CH:15]=[CH:14][CH:13]=2)[CH:5]=1)=[N+]=[N-], predict the reaction product. The product is: [CH2:11]([C:6]1[CH:5]=[C:4]([CH:9]=[C:8]([Br:10])[CH:7]=1)[NH2:1])[C:12]1[CH:13]=[CH:14][CH:15]=[CH:16][CH:17]=1. (8) Given the reactants [CH3:1][C:2]1[C:3]([C:13]([OH:15])=O)=[N:4][N:5]([C:7]2[CH:12]=[CH:11][CH:10]=[CH:9][CH:8]=2)[N:6]=1.[CH3:16][N:17]([CH2:25][C:26]([F:29])([F:28])[F:27])[C:18]1[CH:23]=[CH:22][C:21]([NH2:24])=[CH:20][N:19]=1, predict the reaction product. The product is: [CH3:16][N:17]([CH2:25][C:26]([F:29])([F:27])[F:28])[C:18]1[N:19]=[CH:20][C:21]([NH:24][C:13]([C:3]2[C:2]([CH3:1])=[N:6][N:5]([C:7]3[CH:8]=[CH:9][CH:10]=[CH:11][CH:12]=3)[N:4]=2)=[O:15])=[CH:22][CH:23]=1. (9) Given the reactants [Cl:1][C:2]1[N:7]=[CH:6][C:5]([C:8]([NH:12][C:13](=[O:19])[O:14][C:15]([CH3:18])([CH3:17])[CH3:16])([CH3:11])[CH:9]=[O:10])=[CH:4][CH:3]=1.[Cl:20][C:21]1[CH:26]=[CH:25][C:24]([Mg]Br)=[CH:23][C:22]=1[F:29].[Cl-].[NH4+], predict the reaction product. The product is: [Cl:20][C:21]1[CH:26]=[CH:25][C:24]([CH:9]([OH:10])[C:8]([NH:12][C:13](=[O:19])[O:14][C:15]([CH3:18])([CH3:17])[CH3:16])([C:5]2[CH:6]=[N:7][C:2]([Cl:1])=[CH:3][CH:4]=2)[CH3:11])=[CH:23][C:22]=1[F:29]. (10) Given the reactants Br[C:2]1[CH:7]=[CH:6][C:5]([C:8]([N:10]2[CH2:15][CH2:14][N:13]([C:16]3[C:21]([CH3:22])=[CH:20][C:19]([CH3:23])=[CH:18][N:17]=3)[CH2:12][CH2:11]2)=[O:9])=[C:4]([F:24])[CH:3]=1.[O:25]=[C:26]1[NH:30][C@H:29]([CH2:31][O:32]C(=O)C2C=CC=CC=2)[CH2:28][O:27]1, predict the reaction product. The product is: [CH3:22][C:21]1[C:16]([N:13]2[CH2:14][CH2:15][N:10]([C:8]([C:5]3[CH:6]=[CH:7][C:2]([N:30]4[C@H:29]([CH2:31][OH:32])[CH2:28][O:27][C:26]4=[O:25])=[CH:3][C:4]=3[F:24])=[O:9])[CH2:11][CH2:12]2)=[N:17][CH:18]=[C:19]([CH3:23])[CH:20]=1.